Dataset: Full USPTO retrosynthesis dataset with 1.9M reactions from patents (1976-2016). Task: Predict the reactants needed to synthesize the given product. (1) Given the product [F:1][C:2]1[CH:11]=[C:10]([F:12])[CH:9]=[C:8]2[C:3]=1[C:4]([NH:21][C:22]1[CH:23]=[N:24][CH:25]=[C:26]([N:28]3[CH2:33][CH2:32][O:31][CH2:30][CH2:29]3)[CH:27]=1)=[C:5]([CH3:20])[C:6]([N:13]1[CH2:18][CH2:17][N:16]([C:35]([O:37][CH3:38])=[O:36])[C@@H:15]([CH3:19])[CH2:14]1)=[N:7]2, predict the reactants needed to synthesize it. The reactants are: [F:1][C:2]1[CH:11]=[C:10]([F:12])[CH:9]=[C:8]2[C:3]=1[C:4]([NH:21][C:22]1[CH:23]=[N:24][CH:25]=[C:26]([N:28]3[CH2:33][CH2:32][O:31][CH2:30][CH2:29]3)[CH:27]=1)=[C:5]([CH3:20])[C:6]([N:13]1[CH2:18][CH2:17][NH:16][C@@H:15]([CH3:19])[CH2:14]1)=[N:7]2.Cl[C:35]([O:37][CH3:38])=[O:36]. (2) Given the product [Br:1][C:2]1[C:10]2[C:5](=[CH:6][CH:7]=[C:8]([NH:11][C:15](=[O:16])[CH2:14][C:13](=[O:17])[CH3:12])[CH:9]=2)[NH:4][N:3]=1, predict the reactants needed to synthesize it. The reactants are: [Br:1][C:2]1[C:10]2[C:5](=[CH:6][CH:7]=[C:8]([NH2:11])[CH:9]=2)[NH:4][N:3]=1.[CH2:12]=[C:13]1[O:17][C:15](=[O:16])[CH2:14]1.